From a dataset of Full USPTO retrosynthesis dataset with 1.9M reactions from patents (1976-2016). Predict the reactants needed to synthesize the given product. (1) Given the product [C:27]([CH2:26][O:25][C:22]1[CH:21]=[CH:20][C:19]([NH:18][C:17]([CH2:16][O:15][C:13]2[C:12]3[C:7](=[CH:8][C:9]([Cl:36])=[CH:10][C:11]=3[Cl:35])[CH:6]=[C:5]([C:3]([OH:4])=[O:2])[CH:14]=2)=[O:34])=[CH:24][CH:23]=1)([OH:29])=[O:28], predict the reactants needed to synthesize it. The reactants are: C[O:2][C:3]([C:5]1[CH:14]=[C:13]([O:15][CH2:16][C:17](=[O:34])[NH:18][C:19]2[CH:24]=[CH:23][C:22]([O:25][CH2:26][C:27]([O:29]C(C)(C)C)=[O:28])=[CH:21][CH:20]=2)[C:12]2[C:7](=[CH:8][C:9]([Cl:36])=[CH:10][C:11]=2[Cl:35])[CH:6]=1)=[O:4].[Li+].[OH-].C(O)(C(F)(F)F)=O. (2) The reactants are: ClC(Cl)(Cl)CO[C:5](=[O:20])[NH:6][C:7]1[CH:12]=[CH:11][CH:10]=[C:9]([O:13][C:14]2[CH:15]=[N:16][CH:17]=[CH:18][CH:19]=2)[CH:8]=1.[NH2:23][C:24]1[NH:28][N:27]=[C:26]([C:29]([CH3:32])([CH3:31])[CH3:30])[CH:25]=1.CCN(C(C)C)C(C)C.O. Given the product [C:29]([C:26]1[CH:25]=[C:24]([NH:23][C:5]([NH:6][C:7]2[CH:12]=[CH:11][CH:10]=[C:9]([O:13][C:14]3[CH:15]=[N:16][CH:17]=[CH:18][CH:19]=3)[CH:8]=2)=[O:20])[NH:28][N:27]=1)([CH3:32])([CH3:31])[CH3:30], predict the reactants needed to synthesize it. (3) Given the product [Br:28][C:29]1[CH:34]=[C:1]([CH:32]=[CH:31][CH:30]=1)[O:4][CH2:25][C:24]([NH:23][C:16]1[CH:15]=[CH:14][C:13]([Cl:12])=[CH:22][C:17]=1[C:18]([O:20][CH3:21])=[O:19])=[O:27], predict the reactants needed to synthesize it. The reactants are: [C:1](=[O:4])([O-])[O-].[K+].[K+].CN(C=O)C.[Cl:12][C:13]1[CH:14]=[CH:15][C:16]([NH:23][C:24](=[O:27])[CH2:25]Cl)=[C:17]([CH:22]=1)[C:18]([O:20][CH3:21])=[O:19].[Br:28][C:29]1[CH:34]=C[CH:32]=[CH:31][C:30]=1O. (4) Given the product [CH3:7][O:8][C:9]1[CH:14]=[CH:13][C:12]([CH:15]=[CH:16][C:17]([NH2:20])=[O:19])=[CH:11][CH:10]=1, predict the reactants needed to synthesize it. The reactants are: C(Cl)(=O)C(Cl)=O.[CH3:7][O:8][C:9]1[CH:14]=[CH:13][C:12]([CH:15]=[CH:16][C:17]([OH:19])=O)=[CH:11][CH:10]=1.[NH3:20]. (5) Given the product [C@@H:1]1([N:10]2[C:19]3[N:18]=[CH:17][N:16]=[C:14]([OH:15])[C:13]=3[N:12]=[CH:11]2)[O:9][C@H:6]([CH2:7][O:8][P:21]([OH:23])([OH:22])=[O:20])[C@@H:4]([OH:5])[C@H:2]1[OH:3], predict the reactants needed to synthesize it. The reactants are: [C@@H:1]1([N:10]2[C:19]3[N:18]=[CH:17][N:16]=[C:14]([OH:15])[C:13]=3[N:12]=[CH:11]2)[O:9][C@H:6]([CH2:7][OH:8])[C@@H:4]([OH:5])[C@H:2]1[OH:3].[O-:20][P:21]([O:20][P:21]([O:20][P:21]([O-])([O-:23])=[O:22])([O-:23])=[O:22])([O-:23])=[O:22].[Na+].[Na+].[Na+].[Na+].[Na+].C1(OP([O-])([O-])=O)C=CC=CC=1.[Na+].[Na+].P([O-])([O-])(OC(=O)N)=O.[Na+].[Na+]. (6) Given the product [OH:2][C:3]1[CH:4]=[C:5]2[C:10](=[CH:11][CH:12]=1)[N:9]=[C:8]([C:13]1[CH:14]=[N:15][CH:16]=[CH:17][CH:18]=1)[N:7]=[C:6]2[NH:19][C:20]1[CH:28]=[CH:27][CH:26]=[CH:25][C:21]=1[C:22]([NH2:24])=[O:23], predict the reactants needed to synthesize it. The reactants are: C[O:2][C:3]1[CH:4]=[C:5]2[C:10](=[CH:11][CH:12]=1)[N:9]=[C:8]([C:13]1[CH:14]=[N:15][CH:16]=[CH:17][CH:18]=1)[N:7]=[C:6]2[NH:19][C:20]1[CH:28]=[CH:27][CH:26]=[CH:25][C:21]=1[C:22]([NH2:24])=[O:23].B(Br)(Br)Br.C([O-])(O)=O.[Na+]. (7) Given the product [Cl:35][C:2]([Cl:1])([Cl:34])[CH2:3][O:4][C:5](=[O:33])[NH:6][C:7]1[CH:12]=[CH:11][C:10]([S:13][C:14]2[CH:19]=[CH:18][C:17]([C:20](=[O:29])[NH:21][C:22]3[CH:27]=[CH:26][C:25]([Br:28])=[CH:24][CH:23]=3)=[CH:16][C:15]=2[NH2:30])=[CH:9][CH:8]=1, predict the reactants needed to synthesize it. The reactants are: [Cl:1][C:2]([Cl:35])([Cl:34])[CH2:3][O:4][C:5](=[O:33])[NH:6][C:7]1[CH:12]=[CH:11][C:10]([S:13][C:14]2[CH:19]=[CH:18][C:17]([C:20](=[O:29])[NH:21][C:22]3[CH:27]=[CH:26][C:25]([Br:28])=[CH:24][CH:23]=3)=[CH:16][C:15]=2[N+:30]([O-])=O)=[CH:9][CH:8]=1.[Cl-].[NH4+].O1CCCC1.O. (8) Given the product [C:1]([O:18][C:17]([C:9]12[CH2:15][CH:13]3[CH2:12][CH:11]([CH2:16][C:7]([OH:6])([CH2:14]3)[CH2:8]1)[CH2:10]2)([CH3:19])[CH:20]([CH3:22])[CH3:21])(=[O:4])[CH:2]=[CH2:3], predict the reactants needed to synthesize it. The reactants are: [C:1](Cl)(=[O:4])[CH:2]=[CH2:3].[OH:6][C:7]12[CH2:16][CH:11]3[CH2:12][CH:13]([CH2:15][C:9]([C:17]([CH:20]([CH3:22])[CH3:21])([CH3:19])[OH:18])([CH2:10]3)[CH2:8]1)[CH2:14]2.C(N(CC)CC)C.O1CCCC1.